From a dataset of Forward reaction prediction with 1.9M reactions from USPTO patents (1976-2016). Predict the product of the given reaction. (1) Given the reactants [C:1]([Si:5]([CH3:20])([CH3:19])[O:6][CH2:7][CH2:8][CH2:9][CH2:10][CH2:11][CH2:12][C:13]1[CH:18]=[CH:17][CH:16]=[CH:15][CH:14]=1)([CH3:4])([CH3:3])[CH3:2].ClC1C=C([CH2:28][CH2:29][C:30](Cl)=[O:31])C=CC=1.[Al+3].[Cl-:34].[Cl-].[Cl-].Cl, predict the reaction product. The product is: [Si:5]([O:6][CH2:7][CH2:8][CH2:9][CH2:10][CH2:11][CH2:12][C:13]1[CH:14]=[CH:15][C:16]([C:30](=[O:31])[CH2:29][CH2:28][Cl:34])=[CH:17][CH:18]=1)([C:1]([CH3:4])([CH3:3])[CH3:2])([CH3:20])[CH3:19]. (2) The product is: [Br:1][C:24]1[C:15]([CH:12]2[CH2:14][CH2:13]2)=[CH:16][C:17]([O:25][CH:26]([CH3:28])[CH3:27])=[C:18]([CH:23]=1)[C:19]([O:21][CH3:22])=[O:20]. Given the reactants [Br:1]N1C(=O)NC(=O)N(Br)C1=O.[CH:12]1([C:15]2[CH:24]=[CH:23][C:18]([C:19]([O:21][CH3:22])=[O:20])=[C:17]([O:25][CH:26]([CH3:28])[CH3:27])[CH:16]=2)[CH2:14][CH2:13]1.S([O-])([O-])(=O)=S.[Na+].[Na+], predict the reaction product. (3) Given the reactants [NH2:1][CH2:2][C@H:3]1[C@H:9]([C:10]2[CH:15]=[CH:14][C:13]([Cl:16])=[C:12]([Cl:17])[CH:11]=2)[O:8][CH2:7][CH2:6][N:5](C(OC(C)(C)C)=O)[CH2:4]1.[O:25]([CH2:32][C:33](O)=[O:34])[C:26]1[CH:31]=[CH:30][CH:29]=[CH:28][CH:27]=1, predict the reaction product. The product is: [ClH:16].[Cl:17][C:12]1[CH:11]=[C:10]([C@@H:9]2[O:8][CH2:7][CH2:6][NH:5][CH2:4][C@H:3]2[CH2:2][NH:1][C:33](=[O:34])[CH2:32][O:25][C:26]2[CH:31]=[CH:30][CH:29]=[CH:28][CH:27]=2)[CH:15]=[CH:14][C:13]=1[Cl:16]. (4) The product is: [CH3:1][O:2][C:3]([C@@:5]1([F:29])[C@H:7]([C:8]2[CH:9]=[CH:10][C:11]([C:31]3[N:36]=[C:35]([C:37]([F:40])([F:39])[F:38])[CH:34]=[CH:33][N:32]=3)=[CH:12][CH:13]=2)[C@H:6]1[C:23]1[CH:28]=[CH:27][CH:26]=[CH:25][CH:24]=1)=[O:4]. Given the reactants [CH3:1][O:2][C:3]([C@@:5]1([F:29])[C@H:7]([C:8]2[CH:13]=[CH:12][C:11](B3OC(C)(C)C(C)(C)O3)=[CH:10][CH:9]=2)[C@H:6]1[C:23]1[CH:28]=[CH:27][CH:26]=[CH:25][CH:24]=1)=[O:4].Br[C:31]1[N:36]=[C:35]([C:37]([F:40])([F:39])[F:38])[CH:34]=[CH:33][N:32]=1.C([O-])([O-])=O.[Na+].[Na+], predict the reaction product. (5) Given the reactants [C:1]1(=[C:7]2[CH2:11][CH2:10][C:9](=[C:12]3[CH2:16][CH2:15][CH2:14][CH2:13]3)[C:8]2=[O:17])[CH2:6][CH2:5][CH2:4][CH2:3][CH2:2]1, predict the reaction product. The product is: [CH:1]1([CH:7]2[CH2:11][CH2:10][CH:9]([CH:12]3[CH2:13][CH2:14][CH2:15][CH2:16]3)[C:8]2=[O:17])[CH2:6][CH2:5][CH2:4][CH2:3][CH2:2]1. (6) Given the reactants [F:1][C:2]1[CH:3]=[C:4]([CH3:9])[C:5]([NH2:8])=[N:6][CH:7]=1.[C:10](O)([C:12](F)(F)F)=O, predict the reaction product. The product is: [F:1][C:2]1[CH:3]=[C:4]([CH3:9])[C:5]2[N:6]([CH:7]=[C:2]([CH2:3][C@@H:10]3[CH2:12][CH2:9][CH2:4][CH2:5][NH:6]3)[N:8]=2)[CH:7]=1.